Dataset: Full USPTO retrosynthesis dataset with 1.9M reactions from patents (1976-2016). Task: Predict the reactants needed to synthesize the given product. (1) Given the product [CH3:10][O:11][C:12]1[C:13]([O:32][CH3:33])=[CH:14][C:15]2[N:21]([CH3:3])[C:20](=[O:22])[CH2:19][N:18]=[C:17]([C:23]3[CH:24]=[C:25]([CH:28]=[CH:29][CH:30]=3)[C:26]#[N:27])[C:16]=2[CH:31]=1, predict the reactants needed to synthesize it. The reactants are: IC.[C:3]1(C)C=CC=CC=1.[CH3:10][O:11][C:12]1[C:13]([O:32][CH3:33])=[CH:14][C:15]2[NH:21][C:20](=[O:22])[CH2:19][N:18]=[C:17]([C:23]3[CH:24]=[C:25]([CH:28]=[CH:29][CH:30]=3)[C:26]#[N:27])[C:16]=2[CH:31]=1.[OH-].[Na+]. (2) The reactants are: [C:1](#[N:8])[CH2:2][CH2:3][CH2:4][CH2:5][CH2:6][CH3:7].[C:9]([O:16]C)(=O)[CH2:10][CH2:11][CH2:12][CH2:13][CH3:14].C([N-]C(C)C)(C)C.[Li+].[NH4+].[Cl-]. Given the product [O:16]=[C:9]([CH2:10][CH2:11][CH2:12][CH2:13][CH3:14])[CH:2]([CH2:3][CH2:4][CH2:5][CH2:6][CH3:7])[C:1]#[N:8], predict the reactants needed to synthesize it.